Dataset: Catalyst prediction with 721,799 reactions and 888 catalyst types from USPTO. Task: Predict which catalyst facilitates the given reaction. Reactant: [CH3:1][O:2][C:3]1[CH:4]=[C:5]2[C:10](=[CH:11][C:12]=1[O:13][CH3:14])[N:9]=[CH:8][CH:7]=[C:6]2[O:15][C:16]1[CH:22]=[CH:21][C:19]([NH2:20])=[C:18]([CH3:23])[C:17]=1[CH3:24].C1(C)C=CC=CC=1.C(N(CC)CC)C.Cl[C:40](Cl)([O:42][C:43](=[O:49])OC(Cl)(Cl)Cl)Cl.[C:51]([C:55]1[CH:60]=[CH:59][C:58]([S:61][CH2:62][CH2:63]CO)=[CH:57][CH:56]=1)([CH3:54])([CH3:53])[CH3:52]. Product: [CH3:1][O:2][C:3]1[CH:4]=[C:5]2[C:10](=[CH:11][C:12]=1[O:13][CH3:14])[N:9]=[CH:8][CH:7]=[C:6]2[O:15][C:16]1[CH:22]=[CH:21][C:19]([NH:20][C:43](=[O:49])[O:42][CH2:40][CH2:63][CH2:62][S:61][C:58]2[CH:59]=[CH:60][C:55]([C:51]([CH3:52])([CH3:54])[CH3:53])=[CH:56][CH:57]=2)=[C:18]([CH3:23])[C:17]=1[CH3:24]. The catalyst class is: 2.